Dataset: Full USPTO retrosynthesis dataset with 1.9M reactions from patents (1976-2016). Task: Predict the reactants needed to synthesize the given product. (1) Given the product [C:16]([C:15]1[N:12]=[C:11]([N:8]2[CH2:7][CH2:6][C:5]3([O:4][CH2:3][CH2:2][O:1]3)[CH2:10][CH2:9]2)[O:13][N:14]=1)([CH3:19])([CH3:18])[CH3:17], predict the reactants needed to synthesize it. The reactants are: [O:1]1[C:5]2([CH2:10][CH2:9][N:8]([C:11]#[N:12])[CH2:7][CH2:6]2)[O:4][CH2:3][CH2:2]1.[OH:13][NH:14][C:15](=N)[C:16]([CH3:19])([CH3:18])[CH3:17]. (2) Given the product [Br:10][C:11]1[CH:12]=[N:13][C:14]2[N:15]([CH:17]=[C:18]([C:20]3[CH:21]=[C:22]([NH:23][C:7]([C:5]4[O:6][C:2]([CH3:1])=[CH:3][CH:4]=4)=[O:8])[CH:24]=[CH:25][C:26]=3[Cl:27])[N:19]=2)[CH:16]=1, predict the reactants needed to synthesize it. The reactants are: [CH3:1][C:2]1[O:6][C:5]([C:7](Cl)=[O:8])=[CH:4][CH:3]=1.[Br:10][C:11]1[CH:12]=[N:13][C:14]2[N:15]([CH:17]=[C:18]([C:20]3[CH:21]=[C:22]([CH:24]=[CH:25][C:26]=3[Cl:27])[NH2:23])[N:19]=2)[CH:16]=1. (3) Given the product [C:20]([C:6]1[N:1]=[C:2]([C:11]([O:13][CH3:14])=[O:12])[C:3]([C:7]([O:9][CH3:10])=[O:8])=[CH:4][CH:5]=1)#[N:21], predict the reactants needed to synthesize it. The reactants are: [N+:1]1([O-])[CH:6]=[CH:5][CH:4]=[C:3]([C:7]([O:9][CH3:10])=[O:8])[C:2]=1[C:11]([O:13][CH3:14])=[O:12].C[Si]([C:20]#[N:21])(C)C.CN(C)C(Cl)=O.C([O-])(O)=O.[Na+]. (4) Given the product [F:1][C:2]1[C:10]2[S:9][C:8](=[O:20])[CH2:7][C:6]=2[C:5]([O:14][CH3:15])=[CH:4][CH:3]=1, predict the reactants needed to synthesize it. The reactants are: [F:1][C:2]1[C:10]2[S:9][C:8](N(C)C)=[CH:7][C:6]=2[C:5]([O:14][CH3:15])=[CH:4][CH:3]=1.Cl.C1C[O:20]CC1. (5) Given the product [F:1][C:2]1[CH:7]=[C:6]([O:8][CH2:30][CH2:29][CH2:28][CH2:27][S:26][CH3:25])[CH:5]=[CH:4][C:3]=1[C:9]([C:11]1[CH:16]=[CH:15][N:14]=[C:13]([S:17][CH3:18])[N:12]=1)=[O:10], predict the reactants needed to synthesize it. The reactants are: [F:1][C:2]1[CH:7]=[C:6]([OH:8])[CH:5]=[CH:4][C:3]=1[C:9]([C:11]1[CH:16]=[CH:15][N:14]=[C:13]([S:17][CH3:18])[N:12]=1)=[O:10].C([O-])([O-])=O.[K+].[K+].[CH3:25][S:26][CH2:27][CH2:28][CH2:29][CH2:30]S(C1C=CC(C)=CC=1)(=O)=O.